Dataset: Full USPTO retrosynthesis dataset with 1.9M reactions from patents (1976-2016). Task: Predict the reactants needed to synthesize the given product. (1) Given the product [CH3:11][N:2]1[CH2:3][CH2:4][C:5]2[C:10](=[CH:9][CH:8]=[CH:7][CH:6]=2)[CH2:1]1.[CH3:22][C:19]1[CH:20]=[CH:21][C:16]([S:13]([OH:15])(=[O:14])=[O:12])=[CH:17][CH:18]=1, predict the reactants needed to synthesize it. The reactants are: [CH:1]1[C:10]2[C:5](=[CH:6][CH:7]=[CH:8][CH:9]=2)[CH2:4][CH2:3][N:2]=1.[CH3:11][O:12][S:13]([C:16]1[CH:21]=[CH:20][C:19]([CH3:22])=[CH:18][CH:17]=1)(=[O:15])=[O:14]. (2) Given the product [OH:15][CH2:14][CH2:13][CH2:12][C:10]1[CH:9]=[CH:8][C:6]2[O:7][CH:2]([CH3:1])[C:3](=[O:17])[NH:4][C:5]=2[CH:11]=1, predict the reactants needed to synthesize it. The reactants are: [CH3:1][CH:2]1[O:7][C:6]2[CH:8]=[CH:9][C:10]([CH2:12][CH2:13][C:14](O)=[O:15])=[CH:11][C:5]=2[NH:4][C:3]1=[O:17]. (3) Given the product [CH3:16][O:17][C:18]1[CH:25]=[CH:24][C:21]([N:22]([CH3:23])[C:2]2[C:11]3[C:6](=[CH:7][CH:8]=[CH:9][CH:10]=3)[N:5]=[C:4]([C:12]([F:15])([F:14])[F:13])[CH:3]=2)=[CH:20][CH:19]=1, predict the reactants needed to synthesize it. The reactants are: Cl[C:2]1[C:11]2[C:6](=[CH:7][CH:8]=[CH:9][CH:10]=2)[N:5]=[C:4]([C:12]([F:15])([F:14])[F:13])[CH:3]=1.[CH3:16][O:17][C:18]1[CH:25]=[CH:24][C:21]([NH:22][CH3:23])=[CH:20][CH:19]=1. (4) Given the product [CH3:2][O:3][C:4]([C@@H:6]1[CH2:10][C@@H:9]([OH:11])[CH2:8][N:7]1[C:19]([O:21][C:22]([CH3:25])([CH3:24])[CH3:23])=[O:20])=[O:5], predict the reactants needed to synthesize it. The reactants are: Cl.[CH3:2][O:3][C:4]([C@@H:6]1[CH2:10][C@@H:9]([OH:11])[CH2:8][NH:7]1)=[O:5].C(N(CC)CC)C.[C:19](O[C:19]([O:21][C:22]([CH3:25])([CH3:24])[CH3:23])=[O:20])([O:21][C:22]([CH3:25])([CH3:24])[CH3:23])=[O:20]. (5) Given the product [F:16][C:11]1([CH2:14][O:15][S:30]([CH3:29])(=[O:32])=[O:31])[CH2:12][CH2:13][N:8]([C:7]2[CH:6]=[CH:5][C:4]([N:17]3[CH2:21][C@H:20]([CH2:22][NH:23][C:24](=[O:26])[CH3:25])[O:19][C:18]3=[O:27])=[CH:3][C:2]=2[F:1])[CH2:9][CH2:10]1, predict the reactants needed to synthesize it. The reactants are: [F:1][C:2]1(F)[C:7]([N:8]2[CH2:13][CH2:12][C:11]([F:16])([CH2:14][OH:15])[CH2:10][CH2:9]2)=[CH:6][CH:5]=[C:4]([N:17]2[CH2:21][C@H:20]([CH2:22][NH:23][C:24](=[O:26])[CH3:25])[O:19][C:18]2=[O:27])[CH2:3]1.[CH3:29][S:30](Cl)(=[O:32])=[O:31].C(N(CC)CC)C. (6) Given the product [CH3:17][NH:16][C:7]1[N:8]=[C:9]([NH:12][CH2:13][CH2:14][CH3:15])[C:10]2[N:11]=[CH:2][N:3]=[C:4]([NH:18][CH2:19][CH2:20][CH3:21])[C:5]=2[N:6]=1, predict the reactants needed to synthesize it. The reactants are: Cl[C:2]1[N:3]=[C:4]([NH:18][CH2:19][CH2:20][CH3:21])[C:5]2[N:6]=[C:7]([NH:16][CH3:17])[N:8]=[C:9]([NH:12][CH2:13][CH2:14][CH3:15])[C:10]=2[N:11]=1.[OH-].[K+]. (7) Given the product [NH:18]1[CH2:17][CH2:16][CH:15]([N:10]2[CH2:11][C:12](=[O:14])[NH:13][C:9]2=[O:8])[CH2:20][CH2:19]1, predict the reactants needed to synthesize it. The reactants are: FC(F)(F)C(O)=O.[O:8]=[C:9]1[NH:13][C:12](=[O:14])[CH2:11][N:10]1[CH:15]1[CH2:20][CH2:19][N:18](C(OC(C)(C)C)=O)[CH2:17][CH2:16]1. (8) Given the product [CH3:21][O:22][C:23]1[CH:28]=[CH:27][N:26]=[CH:25][C:24]=1[C:2]1[N:3]=[C:4]([N:15]2[CH2:20][CH2:19][O:18][CH2:17][CH2:16]2)[C:5]2[S:10][C:9]([C:11]([OH:14])([CH3:13])[CH3:12])=[CH:8][C:6]=2[N:7]=1, predict the reactants needed to synthesize it. The reactants are: Cl[C:2]1[N:3]=[C:4]([N:15]2[CH2:20][CH2:19][O:18][CH2:17][CH2:16]2)[C:5]2[S:10][C:9]([C:11]([OH:14])([CH3:13])[CH3:12])=[CH:8][C:6]=2[N:7]=1.[CH3:21][O:22][C:23]1[CH:28]=[CH:27][N:26]=[CH:25][C:24]=1B(O)O. (9) Given the product [N:27]([CH2:6][C:7]1([CH3:26])[CH2:12][CH2:11][CH:10]([S:13]([C:16]2[CH:21]=[CH:20][CH:19]=[C:18]([C:22]([F:25])([F:24])[F:23])[CH:17]=2)(=[O:15])=[O:14])[CH2:9][CH2:8]1)=[N+:28]=[N-:29], predict the reactants needed to synthesize it. The reactants are: CS(O[CH2:6][C:7]1([CH3:26])[CH2:12][CH2:11][CH:10]([S:13]([C:16]2[CH:21]=[CH:20][CH:19]=[C:18]([C:22]([F:25])([F:24])[F:23])[CH:17]=2)(=[O:15])=[O:14])[CH2:9][CH2:8]1)(=O)=O.[N-:27]=[N+:28]=[N-:29].[Na+]. (10) Given the product [CH3:14][O:13][N:12]([CH3:11])[C:8]([C:6]1[CH:5]=[CH:4][CH:3]=[C:2]([F:1])[N:7]=1)=[O:10], predict the reactants needed to synthesize it. The reactants are: [F:1][C:2]1[N:7]=[C:6]([C:8]([OH:10])=O)[CH:5]=[CH:4][CH:3]=1.[CH3:11][NH:12][O:13][CH3:14].CCN(CC)CC.CCCP1(OP(CCC)(=O)OP(CCC)(=O)O1)=O.